From a dataset of Blood-brain barrier permeability classification from the B3DB database. Regression/Classification. Given a drug SMILES string, predict its absorption, distribution, metabolism, or excretion properties. Task type varies by dataset: regression for continuous measurements (e.g., permeability, clearance, half-life) or binary classification for categorical outcomes (e.g., BBB penetration, CYP inhibition). Dataset: b3db_classification. (1) The molecule is CN(C)[C@@H]1C(=O)C(C(N)=O)=C(O)[C@@]2(O)C(=O)C3=C(O)c4c(O)ccc(Cl)c4[C@@H](O)[C@H]3C[C@@H]12. The result is 0 (does not penetrate BBB). (2) The drug is Cc1cc(Cl)ccc1NC1=NCCN1. The result is 1 (penetrates BBB).